From a dataset of Full USPTO retrosynthesis dataset with 1.9M reactions from patents (1976-2016). Predict the reactants needed to synthesize the given product. (1) Given the product [O:25]=[C:24]1[C:23]2[C:22](=[CH:30][CH:29]=[CH:28][CH:27]=2)[C:21](=[O:26])[N:1]1[C:2]1[CH:3]=[C:4]([NH:8][C:9]([CH:11]2[CH2:20][CH2:19][CH2:18][CH2:17][C:12]32[O:13][CH2:14][CH2:15][O:16]3)=[O:10])[CH:5]=[CH:6][CH:7]=1, predict the reactants needed to synthesize it. The reactants are: [NH2:1][C:2]1[CH:3]=[C:4]([NH:8][C:9]([CH:11]2[CH2:20][CH2:19][CH2:18][CH2:17][C:12]32[O:16][CH2:15][CH2:14][O:13]3)=[O:10])[CH:5]=[CH:6][CH:7]=1.[C:21]1(=O)[O:26][C:24](=[O:25])[C:23]2=[CH:27][CH:28]=[CH:29][CH:30]=[C:22]12. (2) The reactants are: [CH3:1][O:2][C:3](=[O:16])[CH:4]=[CH:5][C:6]1[CH:11]=[CH:10][CH:9]=[C:8]([S:12](Cl)(=[O:14])=[O:13])[CH:7]=1.[CH2:17]([NH2:27])[C:18]1[CH:26]=[CH:25][C:24]2[O:23][CH2:22][O:21][C:20]=2[CH:19]=1.C([O-])(O)=O.[Na+]. Given the product [CH3:1][O:2][C:3](=[O:16])[CH:4]=[CH:5][C:6]1[CH:11]=[CH:10][CH:9]=[C:8]([S:12](=[O:14])(=[O:13])[NH:27][CH2:17][C:18]2[CH:26]=[CH:25][C:24]3[O:23][CH2:22][O:21][C:20]=3[CH:19]=2)[CH:7]=1, predict the reactants needed to synthesize it. (3) Given the product [CH2:7]([NH:1][C:2]([CH3:6])([CH3:5])[CH2:3][OH:4])[C:8]1[CH:13]=[CH:12][CH:11]=[CH:10][CH:9]=1, predict the reactants needed to synthesize it. The reactants are: [NH2:1][C:2]([CH3:6])([CH3:5])[CH2:3][OH:4].[CH:7](=O)[C:8]1[CH:13]=[CH:12][CH:11]=[CH:10][CH:9]=1.C([BH3-])#N.[Na+]. (4) Given the product [C:1]([O:5][C:6](=[O:19])[CH2:7][CH2:8][C:9]1[CH:14]=[CH:13][C:12]([NH2:15])=[C:11]([F:18])[CH:10]=1)([CH3:4])([CH3:2])[CH3:3], predict the reactants needed to synthesize it. The reactants are: [C:1]([O:5][C:6](=[O:19])/[CH:7]=[CH:8]/[C:9]1[CH:14]=[CH:13][C:12]([N+:15]([O-])=O)=[C:11]([F:18])[CH:10]=1)([CH3:4])([CH3:3])[CH3:2]. (5) Given the product [Cl:15][C:9]1[CH:8]=[CH:7][C:6]2[C:11](=[C:2]([F:1])[CH:3]=[CH:4][CH:5]=2)[N:10]=1, predict the reactants needed to synthesize it. The reactants are: [F:1][C:2]1[CH:3]=[CH:4][CH:5]=[C:6]2[C:11]=1[NH:10][C:9](=O)[CH:8]=[CH:7]2.P(Cl)(Cl)([Cl:15])=O. (6) Given the product [CH3:125][C:120]1[CH:121]=[C:122]([CH3:124])[CH:123]=[C:118]([CH3:131])[C:119]=1[S:126]([O-:129])(=[O:128])=[O:127].[NH2:9][N+:10]1[CH:15]=[CH:14][C:13]([C:28]2[CH:33]=[C:32]([C:34](=[O:45])[NH:35][C:36]3([C:39]4[CH:40]=[CH:41][CH:42]=[CH:43][CH:44]=4)[CH2:37][CH2:38]3)[CH:31]=[CH:30][C:29]=2[CH3:46])=[CH:12][N:11]=1, predict the reactants needed to synthesize it. The reactants are: FC1C=CC(C2C(C(N(C)C(=O)OC(C)(C)C)=O)=[C:15]3[N:10]([N:11]=[CH:12][C:13]([C:28]4[CH:33]=[C:32]([C:34](=[O:45])[NH:35][C:36]5([C:39]6[CH:44]=[CH:43][CH:42]=[CH:41][CH:40]=6)[CH2:38][CH2:37]5)[CH:31]=[CH:30][C:29]=4[CH3:46])=[CH:14]3)[N:9]=2)=CC=1.FC1C=CC(C2C(C(N(C)C(=O)OC(C)(C)C)=O)=C3N(N=CC=C3C3C=C(C(=O)NC4(C5C=CC=CC=5)CC4)C=CC=3C)N=2)=CC=1.CC1C=CC(C(NC2(C3C=CC=CC=3)CC2)=O)=CC=1C1C=CN=NC=1.[C:118]1([CH3:131])[CH:123]=[C:122]([CH3:124])[CH:121]=[C:120]([CH3:125])[C:119]=1[S:126]([O:129]N)(=[O:128])=[O:127]. (7) The reactants are: [Li+].CC([N-]C(C)C)C.[O:9]1[C:13]2([CH2:18][CH2:17][CH:16]([C:19]([O:21][CH2:22][CH3:23])=[O:20])[CH2:15][CH2:14]2)[O:12][CH2:11][CH2:10]1.O1CC1. Given the product [O:9]1[C:13]2([CH2:18][CH2:17][C:16]3([CH2:23][CH2:22][O:21][C:19]3=[O:20])[CH2:15][CH2:14]2)[O:12][CH2:11][CH2:10]1, predict the reactants needed to synthesize it. (8) The reactants are: CCN(C(C)C)C(C)C.[Br:10][C:11]1[C:12](Cl)=[N:13][CH:14]=[C:15]([CH:30]=1)[C:16]([NH:18][C:19]1[CH:24]=[CH:23][C:22]([O:25][C:26]([Cl:29])([F:28])[F:27])=[CH:21][CH:20]=1)=[O:17].[NH:32]1[CH2:36][CH2:35][C@H:34]([OH:37])[CH2:33]1. Given the product [Br:10][C:11]1[C:12]([N:32]2[CH2:36][CH2:35][C@H:34]([OH:37])[CH2:33]2)=[N:13][CH:14]=[C:15]([CH:30]=1)[C:16]([NH:18][C:19]1[CH:24]=[CH:23][C:22]([O:25][C:26]([Cl:29])([F:28])[F:27])=[CH:21][CH:20]=1)=[O:17], predict the reactants needed to synthesize it. (9) Given the product [Br:1][C:2]1[CH:7]=[C:6]([CH:8]([CH3:10])[CH3:9])[CH:5]=[CH:4][C:3]=1[NH:11][C:12]1[N:13]=[C:14]([CH3:22])[C:15]2[CH2:19][CH2:20][N:27]([CH2:26][CH2:25][O:24][CH3:23])[C:16]=2[N:17]=1, predict the reactants needed to synthesize it. The reactants are: [Br:1][C:2]1[CH:7]=[C:6]([CH:8]([CH3:10])[CH3:9])[CH:5]=[CH:4][C:3]=1[NH:11][C:12]1[N:17]=[C:16](Cl)[C:15]([CH2:19][CH2:20]Cl)=[C:14]([CH3:22])[N:13]=1.[CH3:23][O:24][CH2:25][CH2:26][NH2:27]. (10) Given the product [CH3:21][C:2]1([CH3:1])[CH2:6][C:5]2([CH2:11][CH2:10][C:9]([C:29]3[N:33]([CH3:34])[N:32]=[CH:31][C:30]=3[CH:35]=[O:36])=[CH:8][CH2:7]2)[O:4][CH2:3]1, predict the reactants needed to synthesize it. The reactants are: [CH3:1][C:2]1([CH3:21])[CH2:6][C:5]2([CH2:11][CH2:10][C:9](B3OC(C)(C)C(C)(C)O3)=[CH:8][CH2:7]2)[O:4][CH2:3]1.O1CCOCC1.I[C:29]1[N:33]([CH3:34])[N:32]=[CH:31][C:30]=1[CH:35]=[O:36].C(=O)([O-])[O-].[K+].[K+].